From a dataset of Catalyst prediction with 721,799 reactions and 888 catalyst types from USPTO. Predict which catalyst facilitates the given reaction. Reactant: [OH:1][C:2]1[C:7]2[O:8][CH:9]([CH3:13])[C:10](=[O:12])[NH:11][C:6]=2[CH:5]=[C:4]([CH:14]=[O:15])[CH:3]=1.C(=O)([O-])[O-].[Cs+].[Cs+].I[CH2:23][CH3:24]. Product: [CH2:23]([O:1][C:2]1[C:7]2[O:8][CH:9]([CH3:13])[C:10](=[O:12])[NH:11][C:6]=2[CH:5]=[C:4]([CH:14]=[O:15])[CH:3]=1)[CH3:24]. The catalyst class is: 3.